Dataset: Reaction yield outcomes from USPTO patents with 853,638 reactions. Task: Predict the reaction yield, written as a fraction of the theoretical maximum amount of product (1.0 means a 100% yield; for example, 0.34 means a 34% yield). (1) The reactants are [CH3:1][CH:2]1[CH2:6][CH2:5][CH2:4][N:3]1[CH2:7][CH2:8][CH2:9][O:10][C:11]1[CH:16]=[CH:15][C:14]([C:17]2[S:18][C:19]3[CH2:24][CH:23]([NH2:25])[CH2:22][C:20]=3[N:21]=2)=[CH:13][CH:12]=1.C(N(CC)CC)C.[C:33](Cl)(=[O:35])[CH3:34]. The catalyst is ClCCl. The product is [CH3:1][CH:2]1[CH2:6][CH2:5][CH2:4][N:3]1[CH2:7][CH2:8][CH2:9][O:10][C:11]1[CH:16]=[CH:15][C:14]([C:17]2[S:18][C:19]3[CH2:24][CH:23]([NH:25][C:33](=[O:35])[CH3:34])[CH2:22][C:20]=3[N:21]=2)=[CH:13][CH:12]=1. The yield is 0.490. (2) The reactants are [C:1]1([CH3:11])[CH:6]=[CH:5][C:4]([S:7](Cl)(=[O:9])=[O:8])=[CH:3][CH:2]=1.[N:12]1[CH:17]=[CH:16][CH:15]=[C:14](/[CH:18]=[CH:19]/[CH2:20][C@@H:21]([OH:23])[CH3:22])[CH:13]=1.C([O-])(O)=O.[Na+]. The catalyst is C(N(CC)CC)C. The product is [C:1]1([CH3:11])[CH:6]=[CH:5][C:4]([S:7]([O:23][C@H:21]([CH2:20]/[CH:19]=[CH:18]/[C:14]2[CH:13]=[N:12][CH:17]=[CH:16][CH:15]=2)[CH3:22])(=[O:9])=[O:8])=[CH:3][CH:2]=1. The yield is 0.686. (3) The reactants are [C:1]([O:5][C:6]([N:8]1[CH2:12][CH2:11][C@H:10]([OH:13])[C@H:9]1[C:14](O)=[O:15])=[O:7])([CH3:4])([CH3:3])[CH3:2].B.CSC.CO.[H][H]. The catalyst is C1COCC1. The product is [OH:13][C@H:10]1[CH2:11][CH2:12][N:8]([C:6]([O:5][C:1]([CH3:2])([CH3:3])[CH3:4])=[O:7])[C@@H:9]1[CH2:14][OH:15]. The yield is 0.990. (4) The reactants are [C:1]([C:3]1([N:10]2[CH2:15][CH2:14][N:13]([C:16](OCC)=O)[CH2:12][CH2:11]2)[CH2:9][CH2:8][CH:7]=[CH:6][O:5][CH2:4]1)#[N:2].[H-].[H-].[H-].[H-].[Li+].[Al+3].[O-]S([O-])(=O)=O.[Na+].[Na+]. The catalyst is C1COCC1. The product is [CH3:16][N:13]1[CH2:12][CH2:11][N:10]([C:3]2([CH2:1][NH2:2])[CH2:9][CH2:8][CH:7]=[CH:6][O:5][CH2:4]2)[CH2:15][CH2:14]1. The yield is 0.970.